This data is from Full USPTO retrosynthesis dataset with 1.9M reactions from patents (1976-2016). The task is: Predict the reactants needed to synthesize the given product. (1) Given the product [C:1]([O:5][C:6]([N:8]1[CH2:13][CH2:12][N:11]([C:14]2[CH:19]=[CH:18][C:17]([C:31]3[CH:32]=[CH:33][C:28]([F:27])=[CH:29][CH:30]=3)=[CH:16][CH:15]=2)[CH2:10][CH2:9]1)=[O:7])([CH3:4])([CH3:3])[CH3:2], predict the reactants needed to synthesize it. The reactants are: [C:1]([O:5][C:6]([N:8]1[CH2:13][CH2:12][N:11]([C:14]2[CH:19]=[CH:18][C:17](Br)=[CH:16][CH:15]=2)[CH2:10][CH2:9]1)=[O:7])([CH3:4])([CH3:3])[CH3:2].C([O-])([O-])=O.[Na+].[Na+].[F:27][C:28]1[CH:33]=[CH:32][C:31](B(O)O)=[CH:30][CH:29]=1. (2) Given the product [N:11]1[CH:12]=[CH:13][CH:14]=[CH:15][C:10]=1[CH2:9][N:6]1[C:7]2[N:8]=[CH:18][NH:1][C:2]=2[C:3](=[O:17])[NH:4][C:5]1=[S:16], predict the reactants needed to synthesize it. The reactants are: [NH2:1][C:2]1[C:3](=[O:17])[NH:4][C:5](=[S:16])[N:6]([CH2:9][C:10]2[CH:15]=[CH:14][CH:13]=[CH:12][N:11]=2)[C:7]=1[NH2:8].[CH:18](O)=O.